From a dataset of Peptide-MHC class I binding affinity with 185,985 pairs from IEDB/IMGT. Regression. Given a peptide amino acid sequence and an MHC pseudo amino acid sequence, predict their binding affinity value. This is MHC class I binding data. (1) The peptide sequence is IMYDIINSV. The MHC is HLA-A29:02 with pseudo-sequence HLA-A29:02. The binding affinity (normalized) is 0.0892. (2) The peptide sequence is NPAACSYMV. The MHC is HLA-B40:01 with pseudo-sequence HLA-B40:01. The binding affinity (normalized) is 0.213. (3) The peptide sequence is LFPELECFF. The MHC is HLA-A29:02 with pseudo-sequence HLA-A29:02. The binding affinity (normalized) is 0.0847. (4) The peptide sequence is QTVEDEARR. The MHC is HLA-A26:01 with pseudo-sequence HLA-A26:01. The binding affinity (normalized) is 0.179. (5) The peptide sequence is GALDLSHFL. The MHC is HLA-B58:01 with pseudo-sequence HLA-B58:01. The binding affinity (normalized) is 0.393. (6) The binding affinity (normalized) is 0.00130. The MHC is HLA-A02:03 with pseudo-sequence HLA-A02:03. The peptide sequence is TIILNKIVQL.